Dataset: Full USPTO retrosynthesis dataset with 1.9M reactions from patents (1976-2016). Task: Predict the reactants needed to synthesize the given product. (1) Given the product [CH2:23]([N:22]1[CH2:21][CH2:20][C@@H:38]([NH:36][CH3:34])[CH2:39]1)[C:24]1[CH:19]=[CH:18][CH:27]=[CH:26][CH:25]=1, predict the reactants needed to synthesize it. The reactants are: C(OC(N([C@@H]1CCN(S([C:18]2[C:19]3[C:20](Br)=[CH:21][N:22]=[CH:23][C:24]=3[CH:25]=[CH:26][CH:27]=2)(=O)=O)C1)C)=O)(C)(C)C.C(O[C:34]([N:36]([C@@H:38]1CCN[CH2:39]1)C)=O)(C)(C)C. (2) The reactants are: [O:1]=[S:2]1(=[O:14])[CH2:7][CH2:6][C:5](C(O)=O)([C:8]([OH:10])=[O:9])[CH2:4][CH2:3]1. Given the product [O:1]=[S:2]1(=[O:14])[CH2:7][CH2:6][CH:5]([C:8]([OH:10])=[O:9])[CH2:4][CH2:3]1, predict the reactants needed to synthesize it. (3) The reactants are: O=[C:2]1[C:6]2[NH:7][C:8]([C:10]([O:12][CH3:13])=[O:11])=[CH:9][C:5]=2[CH2:4][CH2:3]1.[CH2:14]([Mg]Br)[CH2:15][CH3:16]. Given the product [CH2:14]([CH:2]1[C:6]2[NH:7][C:8]([C:10]([O:12][CH3:13])=[O:11])=[CH:9][C:5]=2[CH2:4][CH2:3]1)[CH2:15][CH3:16], predict the reactants needed to synthesize it. (4) The reactants are: [CH3:1][O:2][C:3]1[C:4]2[O:11][CH:10]=[CH:9][C:5]=2[N:6]=[CH:7][N:8]=1.[Li]CCCC.CCCCCC.[C:23](=[O:25])=[O:24]. Given the product [CH3:1][O:2][C:3]1[C:4]2[O:11][C:10]([C:23]([OH:25])=[O:24])=[CH:9][C:5]=2[N:6]=[CH:7][N:8]=1, predict the reactants needed to synthesize it. (5) Given the product [Cl:9][C:10]1[CH:11]=[C:12]([C:20]2[O:24][N:23]=[C:22]([C:25]3[CH:26]=[CH:27][CH:28]=[C:29]4[C:33]=3[NH:32][CH:31]=[C:30]4[CH2:34][NH:6][C@H:5]([C:4]([O:3][CH3:2])=[O:8])[CH3:7])[N:21]=2)[CH:13]=[CH:14][C:15]=1[O:16][CH:17]([CH3:18])[CH3:19], predict the reactants needed to synthesize it. The reactants are: Cl.[CH3:2][O:3][C:4](=[O:8])[C@H:5]([CH3:7])[NH2:6].[Cl:9][C:10]1[CH:11]=[C:12]([C:20]2[O:24][N:23]=[C:22]([C:25]3[CH:26]=[CH:27][CH:28]=[C:29]4[C:33]=3[NH:32][CH:31]=[C:30]4[CH:34]=O)[N:21]=2)[CH:13]=[CH:14][C:15]=1[O:16][CH:17]([CH3:19])[CH3:18].[OH-].[Na+]. (6) Given the product [Cl:1][C:2]1[CH:7]=[C:6]([Cl:8])[CH:5]=[CH:4][C:3]=1[C:9]1[N:14]=[C:13]([N:15]([CH2:16][CH:17]([CH3:19])[CH3:18])[C:61](=[O:64])[CH2:62][CH3:63])[C:12]([C:20]#[N:21])=[CH:11][C:10]=1[C:22]1[CH:23]=[CH:24][C:25]([Cl:28])=[CH:26][CH:27]=1, predict the reactants needed to synthesize it. The reactants are: [Cl:1][C:2]1[CH:7]=[C:6]([Cl:8])[CH:5]=[CH:4][C:3]=1[C:9]1[N:14]=[C:13]([NH:15][CH2:16][CH:17]([CH3:19])[CH3:18])[C:12]([C:20]#[N:21])=[CH:11][C:10]=1[C:22]1[CH:27]=[CH:26][C:25]([Cl:28])=[CH:24][CH:23]=1.ClC1C(C#N)=CC(C2C=CC(Cl)=CC=2)=C(C2C=CC(Cl)=CC=2Cl)N=1.C(N)C(C)C.C[Mg+].[Br-].[C:61](Cl)(=[O:64])[CH2:62][CH3:63]. (7) Given the product [Cl:1][C:2]1[CH:3]=[C:4]2[C:13](=[CH:14][CH:15]=1)[C:12]([NH:17][CH2:18][CH2:19][CH2:20][NH2:21])=[C:11]1[C:6]([CH2:7][CH2:8][CH2:9][CH2:10]1)=[N:5]2, predict the reactants needed to synthesize it. The reactants are: [Cl:1][C:2]1[CH:3]=[C:4]2[C:13](=[CH:14][CH:15]=1)[C:12](Cl)=[C:11]1[C:6]([CH2:7][CH2:8][CH2:9][CH2:10]1)=[N:5]2.[NH2:17][CH2:18][CH2:19][CH2:20][NH2:21].C(O)CCCC.C(=O)(O)[O-].[Na+]. (8) Given the product [F:34][C:22]([F:21])([CH3:33])[CH2:23][O:24][C:25]1[C:30]([CH2:31][NH:32][C:11]2[N:10]=[C:9]([NH:8][C@@H:4]3[CH2:5][CH2:6][CH2:7][C@H:2]([OH:1])[C:3]3([CH3:20])[CH3:19])[C:14]([C:15]#[N:16])=[CH:13][N:12]=2)=[CH:29][N:28]=[CH:27][N:26]=1, predict the reactants needed to synthesize it. The reactants are: [OH:1][C@H:2]1[CH2:7][CH2:6][CH2:5][C@@H:4]([NH:8][C:9]2[C:14]([C:15]#[N:16])=[CH:13][N:12]=[C:11](SC)[N:10]=2)[C:3]1([CH3:20])[CH3:19].[F:21][C:22]([F:34])([CH3:33])[CH2:23][O:24][C:25]1[C:30]([CH2:31][NH2:32])=[CH:29][N:28]=[CH:27][N:26]=1.CCN(C(C)C)C(C)C.